From a dataset of Full USPTO retrosynthesis dataset with 1.9M reactions from patents (1976-2016). Predict the reactants needed to synthesize the given product. (1) Given the product [N:18]1[CH:19]=[CH:20][CH:21]=[CH:22][C:17]=1[C:2]1[CH:11]=[CH:10][C:9]2[C:4](=[CH:5][CH:6]=[CH:7][CH:8]=2)[N:3]=1, predict the reactants needed to synthesize it. The reactants are: Br[C:2]1[CH:11]=[CH:10][C:9]2[C:4](=[CH:5][CH:6]=[CH:7][CH:8]=2)[N:3]=1.C([Sn](CCCC)(CCCC)[C:17]1[CH:22]=[CH:21][CH:20]=[CH:19][N:18]=1)CCC. (2) Given the product [CH2:11]([N:18]1[C:7]2[CH2:8][CH2:9][N:4]([CH:1]([CH3:3])[CH3:2])[CH2:5][C:6]=2[C:23]([C:24]2[CH:29]=[CH:28][CH:27]=[CH:26][CH:25]=2)=[CH:22]1)[C:12]1[CH:17]=[CH:16][CH:15]=[CH:14][CH:13]=1, predict the reactants needed to synthesize it. The reactants are: [CH:1]([N:4]1[CH2:9][CH2:8][C:7](=O)[CH2:6][CH2:5]1)([CH3:3])[CH3:2].[CH2:11]([NH2:18])[C:12]1[CH:17]=[CH:16][CH:15]=[CH:14][CH:13]=1.[N+]([CH:22]=[CH:23][C:24]1[CH:29]=[CH:28][CH:27]=[CH:26][CH:25]=1)([O-])=O.C(O)(=O)C(CC(O)=O)O. (3) Given the product [Br:13][C:14]1[CH:23]=[C:22]([CH2:4][N+:1]([O-:3])=[O:2])[C:17]([C:18]([O:20][CH3:21])=[O:19])=[C:16]([F:25])[CH:15]=1, predict the reactants needed to synthesize it. The reactants are: [N+:1]([CH3:4])([O-:3])=[O:2].S([O-])([O-])(=O)=O.[Mg+2].[H-].[Na+].[Br:13][C:14]1[CH:23]=[C:22](F)[C:17]([C:18]([O:20][CH3:21])=[O:19])=[C:16]([F:25])[CH:15]=1.Cl. (4) Given the product [O:34]1[C:38]2[CH:39]=[CH:40][CH:41]=[CH:42][C:37]=2[N:36]=[C:35]1[CH2:43][NH:44][C:10](=[O:12])[CH:9]([OH:13])[CH:8]([NH:14][C:15](=[O:33])[C:16]1[CH:21]=[CH:20][CH:19]=[N:18][C:17]=1[N:22]1[CH:26]=[CH:25][C:24]([C:27]2[CH:28]=[CH:29][CH:30]=[CH:31][CH:32]=2)=[N:23]1)[CH2:7][C:1]1[CH:6]=[CH:5][CH:4]=[CH:3][CH:2]=1, predict the reactants needed to synthesize it. The reactants are: [C:1]1([CH2:7][CH:8]([NH:14][C:15](=[O:33])[C:16]2[CH:21]=[CH:20][CH:19]=[N:18][C:17]=2[N:22]2[CH:26]=[CH:25][C:24]([C:27]3[CH:32]=[CH:31][CH:30]=[CH:29][CH:28]=3)=[N:23]2)[CH:9]([OH:13])[C:10]([OH:12])=O)[CH:6]=[CH:5][CH:4]=[CH:3][CH:2]=1.[O:34]1[C:38]2[CH:39]=[CH:40][CH:41]=[CH:42][C:37]=2[N:36]=[C:35]1[CH2:43][NH2:44]. (5) Given the product [Cl:9][C:10]1[CH:16]=[CH:15][C:13]([NH:14][C:6]2[CH:5]=[CH:4][N:3]=[C:2]([N:25]3[CH:24]=[C:23]4[C:27]([CH:28]=[C:20]([N+:17]([O-:19])=[O:18])[CH:21]=[CH:22]4)=[N:26]3)[N:7]=2)=[CH:12][CH:11]=1, predict the reactants needed to synthesize it. The reactants are: Cl[C:2]1[N:7]=[C:6](Cl)[CH:5]=[CH:4][N:3]=1.[Cl:9][C:10]1[CH:16]=[CH:15][C:13]([NH2:14])=[CH:12][CH:11]=1.[N+:17]([C:20]1[CH:28]=[C:27]2[C:23]([CH:24]=[N:25][NH:26]2)=[CH:22][CH:21]=1)([O-:19])=[O:18]. (6) Given the product [C:29]([C:28]1[CH:27]=[CH:26][O:25][C:24]=1[C:8]1[C:7]([C:4](=[N:5][OH:6])[NH2:3])=[CH:12][C:11]([C:13]([F:16])([F:14])[F:15])=[CH:10][C:9]=1[C:17]1[CH:18]=[CH:19][C:20]([OH:23])=[CH:21][CH:22]=1)#[N:30], predict the reactants needed to synthesize it. The reactants are: CC1(C)[O:6][N:5]=[C:4]([C:7]2[C:8]([C:24]3[O:25][CH:26]=[CH:27][C:28]=3[C:29]#[N:30])=[C:9]([C:17]3[CH:22]=[CH:21][C:20]([OH:23])=[CH:19][CH:18]=3)[CH:10]=[C:11]([C:13]([F:16])([F:15])[F:14])[CH:12]=2)[NH:3]1.Cl.C(Cl)Cl.CCOC(C)=O.[NH4+].[Cl-].